From a dataset of Forward reaction prediction with 1.9M reactions from USPTO patents (1976-2016). Predict the product of the given reaction. Given the reactants Cl.[CH3:2][O:3][C:4]1[CH:9]=[CH:8][CH:7]=[CH:6][C:5]=1[N:10]1[CH2:15][CH2:14][NH:13][CH2:12][CH2:11]1.Br[CH2:17][CH2:18][C:19]([O:21][CH2:22][CH3:23])=[O:20].C(=O)([O-])[O-].[K+].[K+].[I-].[K+], predict the reaction product. The product is: [CH3:2][O:3][C:4]1[CH:9]=[CH:8][CH:7]=[CH:6][C:5]=1[N:10]1[CH2:15][CH2:14][N:13]([CH2:17][CH2:18][C:19]([O:21][CH2:22][CH3:23])=[O:20])[CH2:12][CH2:11]1.